Dataset: Peptide-MHC class II binding affinity with 134,281 pairs from IEDB. Task: Regression. Given a peptide amino acid sequence and an MHC pseudo amino acid sequence, predict their binding affinity value. This is MHC class II binding data. (1) The peptide sequence is SKLKAEATTDGLGWY. The MHC is DRB1_0401 with pseudo-sequence DRB1_0401. The binding affinity (normalized) is 0.833. (2) The peptide sequence is YVDEHLMCEIEGHHL. The MHC is DRB1_0901 with pseudo-sequence DRB1_0901. The binding affinity (normalized) is 0.323. (3) The peptide sequence is LDICPLELLLKNLTT. The MHC is DRB1_0101 with pseudo-sequence DRB1_0101. The binding affinity (normalized) is 0.586. (4) The peptide sequence is ENVLISPVSILSTLS. The MHC is DRB1_1302 with pseudo-sequence DRB1_1302. The binding affinity (normalized) is 0.617. (5) The peptide sequence is KNPLKFDNTYFTELL. The MHC is DRB1_0701 with pseudo-sequence DRB1_0701. The binding affinity (normalized) is 0.421.